The task is: Predict the reactants needed to synthesize the given product.. This data is from Full USPTO retrosynthesis dataset with 1.9M reactions from patents (1976-2016). (1) Given the product [Cl:1][C:2]1[CH:7]=[C:6]([C:8]([C:13]2[CH:18]=[CH:17][C:16]([C:19]#[CH:20])=[C:15]([Cl:25])[CH:14]=2)([CH2:11][CH3:12])[CH2:9][CH3:10])[CH:5]=[CH:4][C:3]=1[OH:26], predict the reactants needed to synthesize it. The reactants are: [Cl:1][C:2]1[CH:7]=[C:6]([C:8]([C:13]2[CH:18]=[CH:17][C:16]([C:19]#[C:20][Si](C)(C)C)=[C:15]([Cl:25])[CH:14]=2)([CH2:11][CH3:12])[CH2:9][CH3:10])[CH:5]=[CH:4][C:3]=1[OH:26].CCCC[N+](CCCC)(CCCC)CCCC.[F-].OS([O-])(=O)=O.[K+]. (2) Given the product [C:20]1([NH:21][C:22](=[O:30])[C:23]2[CH:29]=[C:28]([Cl:33])[CH:27]=[CH:26][C:24]=2[O:25][C:2]2[C:11]3[C:6](=[CH:7][C:8]([O:14][CH3:15])=[C:9]([O:12][CH3:13])[CH:10]=3)[N:5]=[CH:4][CH:3]=2)[CH:31]=[CH:32][CH:17]=[CH:18][CH:19]=1, predict the reactants needed to synthesize it. The reactants are: Cl[C:2]1[C:11]2[C:6](=[CH:7][C:8]([O:14][CH3:15])=[C:9]([O:12][CH3:13])[CH:10]=2)[N:5]=[CH:4][CH:3]=1.Cl[C:17]1[CH:32]=[CH:31][C:20]([NH:21][C:22](=[O:30])[C:23]2[C:24](=[CH:26][CH:27]=[CH:28][CH:29]=2)[OH:25])=[CH:19][CH:18]=1.[Cl:33]C1C=CC=CC=1Cl. (3) Given the product [Cl:1][C:2]1[N:3]=[C:4]([C:8]([NH:10][C@H:11]2[CH2:16][CH2:15][N:14]([C:17]3[S:18][C:19]([C:22]([NH:29][O:28][CH3:27])=[O:23])=[CH:20][N:21]=3)[CH2:13][C@H:12]2[O:25][CH3:26])=[O:9])[NH:5][C:6]=1[CH3:7], predict the reactants needed to synthesize it. The reactants are: [Cl:1][C:2]1[N:3]=[C:4]([C:8]([NH:10][C@H:11]2[CH2:16][CH2:15][N:14]([C:17]3[S:18][C:19]([C:22](O)=[O:23])=[CH:20][N:21]=3)[CH2:13][C@H:12]2[O:25][CH3:26])=[O:9])[NH:5][C:6]=1[CH3:7].[CH3:27][O:28][NH2:29].CCN=C=NCCCN(C)C.Cl. (4) Given the product [CH:32]1([NH:31][C:29](=[O:30])[C:28]2[CH:35]=[C:24]([N:20]3[CH:21]=[CH:22][N:23]=[C:18]([NH:17][C:14]4([C:9]5[CH:10]=[CH:11][CH:12]=[CH:13][C:8]=5[O:7][CH2:6][CH2:5][NH:3][CH2:1][CH3:2])[CH2:16][CH2:15]4)[C:19]3=[O:38])[C:25]([CH3:37])=[CH:26][C:27]=2[F:36])[CH2:34][CH2:33]1, predict the reactants needed to synthesize it. The reactants are: [CH2:1]([NH2:3])[CH3:2].Cl[CH2:5][CH2:6][O:7][C:8]1[CH:13]=[CH:12][CH:11]=[CH:10][C:9]=1[C:14]1([NH:17][C:18]2[C:19](=[O:38])[N:20]([C:24]3[C:25]([CH3:37])=[CH:26][C:27]([F:36])=[C:28]([CH:35]=3)[C:29]([NH:31][CH:32]3[CH2:34][CH2:33]3)=[O:30])[CH:21]=[CH:22][N:23]=2)[CH2:16][CH2:15]1. (5) Given the product [CH3:31][O:30][C:28]([C@@H:7]1[CH2:6][C@H:5]([OH:4])[C:19](=[O:20])[C@H:18]2[C@@:8]1([CH3:27])[CH2:9][CH2:10][C@H:11]1[C@:17]2([CH3:21])[CH2:16][C@@H:15]([C:22]2[CH:23]=[CH:24][O:25][CH:26]=2)[O:14][C:12]1=[O:13])=[O:29], predict the reactants needed to synthesize it. The reactants are: CC([O:4][C@@H:5]1[C:19](=[O:20])[C@H:18]2[C@@:8]([CH3:27])([CH2:9][CH2:10][C@@H:11]3[C@:17]2([CH3:21])[CH2:16][C@@H:15]([C:22]2[CH:23]=[CH:24][O:25][CH:26]=2)[O:14][C:12]3=[O:13])[C@H:7]([C:28]([O:30][CH3:31])=[O:29])[CH2:6]1)=O.C([O-])([O-])=O.[Na+].[Na+]. (6) The reactants are: [CH3:1][C:2]1[CH:7]=[CH:6][C:5]([C:8]2[O:9][C:10]([CH3:13])=[N:11][N:12]=2)=[CH:4][C:3]=1[C:14]1[CH:19]=[CH:18][C:17]([C:20](O)=[O:21])=[CH:16][CH:15]=1.[C:23]([C:25]1[CH:32]=[CH:31][C:28]([CH2:29][NH2:30])=[CH:27][CH:26]=1)#[N:24]. Given the product [C:23]([C:25]1[CH:32]=[CH:31][C:28]([CH2:29][NH:30][C:20]([C:17]2[CH:18]=[CH:19][C:14]([C:3]3[CH:4]=[C:5]([C:8]4[O:9][C:10]([CH3:13])=[N:11][N:12]=4)[CH:6]=[CH:7][C:2]=3[CH3:1])=[CH:15][CH:16]=2)=[O:21])=[CH:27][CH:26]=1)#[N:24], predict the reactants needed to synthesize it. (7) Given the product [NH:1]1[C:9]2[C:4](=[CH:5][C:6]([CH:10]([C:17]3[CH:18]=[CH:19][CH:20]=[CH:21][CH:22]=3)[CH:11]([CH3:16])[C:12]([OH:14])=[O:13])=[CH:7][CH:8]=2)[CH:3]=[N:2]1, predict the reactants needed to synthesize it. The reactants are: [NH:1]1[C:9]2[C:4](=[CH:5][C:6]([CH:10]([C:17]3[CH:22]=[CH:21][CH:20]=[CH:19][CH:18]=3)[CH:11]([CH3:16])[C:12]([O:14]C)=[O:13])=[CH:7][CH:8]=2)[CH:3]=[N:2]1.Cl. (8) Given the product [CH2:22]([O:24][C:25](=[O:30])[CH2:26][C:27]([NH:1][C@@H:2]1[C:8](=[O:9])[N:7]([CH2:10][CH2:11][O:12][CH3:13])[C:6]2[CH:14]=[CH:15][CH:16]=[CH:17][C:5]=2[C:4]2[CH:18]=[CH:19][CH:20]=[CH:21][C:3]1=2)=[O:28])[CH3:23], predict the reactants needed to synthesize it. The reactants are: [NH2:1][C@@H:2]1[C:8](=[O:9])[N:7]([CH2:10][CH2:11][O:12][CH3:13])[C:6]2[CH:14]=[CH:15][CH:16]=[CH:17][C:5]=2[C:4]2[CH:18]=[CH:19][CH:20]=[CH:21][C:3]1=2.[CH2:22]([O:24][C:25](=[O:30])[CH2:26][C:27](O)=[O:28])[CH3:23]. (9) Given the product [S:3]1[CH:7]=[CH:6][C:5]2[C:8]([N:12]3[CH2:13][CH2:14][N:15]([CH2:18][CH2:19][CH2:20][CH2:21][O:22][C:23]4[CH:32]=[C:31]5[C:26]([CH2:27][CH2:28][C:29](=[O:33])[N:30]5[CH2:43][O:42][C:34](=[O:41])[C:35]5[CH:40]=[CH:39][CH:38]=[CH:37][CH:36]=5)=[CH:25][CH:24]=4)[CH2:16][CH2:17]3)=[CH:9][CH:10]=[CH:11][C:4]1=2, predict the reactants needed to synthesize it. The reactants are: [H-].[Na+].[S:3]1[CH:7]=[CH:6][C:5]2[C:8]([N:12]3[CH2:17][CH2:16][N:15]([CH2:18][CH2:19][CH2:20][CH2:21][O:22][C:23]4[CH:32]=[C:31]5[C:26]([CH2:27][CH2:28][C:29](=[O:33])[NH:30]5)=[CH:25][CH:24]=4)[CH2:14][CH2:13]3)=[CH:9][CH:10]=[CH:11][C:4]1=2.[C:34]([O:42][CH2:43]Cl)(=[O:41])[C:35]1[CH:40]=[CH:39][CH:38]=[CH:37][CH:36]=1.[Cl-].[NH4+]. (10) Given the product [O:27]=[C:25]([N:58]1[CH2:59][CH:56]([O:55][C:54]2[CH:60]=[CH:61][CH:62]=[C:52]([C:51]([F:50])([F:64])[F:63])[CH:53]=2)[CH2:57]1)[CH2:24][NH:23][C:21]([C:18]1[CH:17]=[C:16]([C:10]2[CH:11]=[CH:12][CH:13]=[CH:14][CH:15]=2)[NH:20][N:19]=1)=[O:22], predict the reactants needed to synthesize it. The reactants are: CCN(C(C)C)C(C)C.[C:10]1([C:16]2[NH:20][N:19]=[C:18]([C:21]([NH:23][CH2:24][C:25]([OH:27])=O)=[O:22])[CH:17]=2)[CH:15]=[CH:14][CH:13]=[CH:12][CH:11]=1.C1C=CC2N(O)N=NC=2C=1.CCN=C=NCCCN(C)C.Cl.[F:50][C:51]([F:64])([F:63])[C:52]1[CH:53]=[C:54]([CH:60]=[CH:61][CH:62]=1)[O:55][CH:56]1[CH2:59][NH:58][CH2:57]1.